Dataset: Full USPTO retrosynthesis dataset with 1.9M reactions from patents (1976-2016). Task: Predict the reactants needed to synthesize the given product. (1) Given the product [F:1][C:2]1[CH:7]=[C:6]([F:8])[CH:5]=[CH:4][C:3]=1[C:9]1[C:17]2[C:12](=[CH:13][C:14]([O:18][CH2:19][CH2:20][N:21]3[CH2:22][CH2:23][O:24][CH2:25][CH2:26]3)=[CH:15][CH:16]=2)[C:11](=[O:27])[C:10]=1[C:63]1[CH:62]=[N:61][C:70]2[C:65]([CH:64]=1)=[CH:66][CH:67]=[CH:68][CH:69]=2, predict the reactants needed to synthesize it. The reactants are: [F:1][C:2]1[CH:7]=[C:6]([F:8])[CH:5]=[CH:4][C:3]=1[C:9]1[C:17]2[C:12](=[CH:13][C:14]([O:18][CH2:19][CH2:20][N:21]3[CH2:26][CH2:25][O:24][CH2:23][CH2:22]3)=[CH:15][CH:16]=2)[C:11](=[O:27])[C:10]=1C1C=CC(C)=CC=1.O1CCN(CCOC2C=C3C(C(C4C=CC=CC=4)=C(Br)C3=O)=CC=2)CC1.[N:61]1[C:70]2[C:65](=[CH:66][CH:67]=[CH:68][CH:69]=2)[CH:64]=[C:63](B(O)O)[CH:62]=1. (2) Given the product [Br:10][C:4]1([CH:3]=[CH:2][CH:7]=[C:6]([CH:14]=[O:15])[CH2:5]1)[CH:19]=[O:20], predict the reactants needed to synthesize it. The reactants are: Br[C:2]1[CH:7]=[C:6](OC)[CH:5]=[C:4]([Br:10])[CH:3]=1.CN([CH:14]=[O:15])C.[Cl-].[NH4+].C[CH2:19][O:20]CC.